This data is from Forward reaction prediction with 1.9M reactions from USPTO patents (1976-2016). The task is: Predict the product of the given reaction. (1) Given the reactants [F:1][C:2]1[CH:8]=[CH:7][CH:6]=[CH:5][C:3]=1[NH2:4].[Br:9][C:10]1[CH:11]=[CH:12][C:13]2[N:14]([CH:16]=[C:17]([C:19](OCC)=[O:20])[N:18]=2)[CH:15]=1, predict the reaction product. The product is: [Br:9][C:10]1[CH:11]=[CH:12][C:13]2[N:14]([CH:16]=[C:17]([C:19]([NH:4][C:3]3[CH:5]=[CH:6][CH:7]=[CH:8][C:2]=3[F:1])=[O:20])[N:18]=2)[CH:15]=1. (2) Given the reactants [C:1]([CH:5]1[CH2:9][N:8](CC2C=CC=CC=2)[CH2:7][CH:6]1[N:17]1[CH2:26][C:25]2[C:20](=[CH:21][C:22]3[N:29]([C:30]([C:43]4[CH:48]=[CH:47][CH:46]=[CH:45][CH:44]=4)([C:37]4[CH:42]=[CH:41][CH:40]=[CH:39][CH:38]=4)[C:31]4[CH:36]=[CH:35][CH:34]=[CH:33][CH:32]=4)[N:28]=[C:27]([C:49]4[CH:54]=[CH:53][N:52]=[C:51]([CH3:55])[CH:50]=4)[C:23]=3[CH:24]=2)[NH:19][C:18]1=[O:56])([CH3:4])([CH3:3])[CH3:2].[CH3:69][C:68]([O:67][C:65](O[C:65]([O:67][C:68]([CH3:71])([CH3:70])[CH3:69])=[O:66])=[O:66])([CH3:71])[CH3:70], predict the reaction product. The product is: [C:1]([CH:5]1[CH:6]([N:17]2[CH2:26][C:25]3[C:20](=[CH:21][C:22]4[N:29]([C:30]([C:37]5[CH:38]=[CH:39][CH:40]=[CH:41][CH:42]=5)([C:31]5[CH:36]=[CH:35][CH:34]=[CH:33][CH:32]=5)[C:43]5[CH:48]=[CH:47][CH:46]=[CH:45][CH:44]=5)[N:28]=[C:27]([C:49]5[CH:54]=[CH:53][N:52]=[C:51]([CH3:55])[CH:50]=5)[C:23]=4[CH:24]=3)[NH:19][C:18]2=[O:56])[CH2:7][N:8]([C:65]([O:67][C:68]([CH3:69])([CH3:70])[CH3:71])=[O:66])[CH2:9]1)([CH3:4])([CH3:3])[CH3:2]. (3) Given the reactants [F:1][CH:2]([F:30])[O:3][C:4]1[CH:29]=[CH:28][C:7]([CH2:8][NH:9][C:10]2[CH2:14][CH:13]([CH2:15][O:16][C:17]3[CH:18]=[C:19]4[C:24](=[CH:25][CH:26]=3)[NH:23][C:22](=[O:27])[CH2:21][CH2:20]4)[O:12][N:11]=2)=[CH:6][CH:5]=1.N1C=CN=C1.II, predict the reaction product. The product is: [F:30][CH:2]([F:1])[O:3][C:4]1[CH:5]=[CH:6][C:7]([CH2:8][NH:9][C:10]2[CH:14]=[C:13]([CH2:15][O:16][C:17]3[CH:18]=[C:19]4[C:24](=[CH:25][CH:26]=3)[NH:23][C:22](=[O:27])[CH:21]=[CH:20]4)[O:12][N:11]=2)=[CH:28][CH:29]=1. (4) Given the reactants Br[CH2:2][C:3]1[C:12]2[C:7](=[C:8]([F:14])[C:9]([F:13])=[CH:10][CH:11]=2)[NH:6][C:5](=[O:15])[CH:4]=1.[N:16]1([CH2:21][C:22]2[NH:26][C:25]3[CH:27]=[CH:28][CH:29]=[CH:30][C:24]=3[N:23]=2)[CH:20]=[CH:19][N:18]=[CH:17]1, predict the reaction product. The product is: [N:16]1([CH2:21][C:22]2[N:23]([CH2:2][C:3]3[C:12]4[C:7](=[C:8]([F:14])[C:9]([F:13])=[CH:10][CH:11]=4)[NH:6][C:5](=[O:15])[CH:4]=3)[C:24]3[CH:30]=[CH:29][CH:28]=[CH:27][C:25]=3[N:26]=2)[CH:20]=[CH:19][N:18]=[CH:17]1. (5) Given the reactants [OH:1][CH:2]([C:5]1[CH:10]=[CH:9][N:8]2[C:11]([C:14]3[CH:23]=[CH:22][C:21]4[C:16](=[C:17]([N:24]5[CH2:29][CH2:28][CH:27]([CH2:30][NH:31]C(=O)OC(C)(C)C)[CH2:26][CH2:25]5)[CH:18]=[CH:19][CH:20]=4)[N:15]=3)=[N:12][N:13]=[C:7]2[CH:6]=1)[CH2:3][OH:4].C(O)(C(F)(F)F)=O, predict the reaction product. The product is: [NH2:31][CH2:30][CH:27]1[CH2:26][CH2:25][N:24]([C:17]2[CH:18]=[CH:19][CH:20]=[C:21]3[C:16]=2[N:15]=[C:14]([C:11]2[N:8]4[CH:9]=[CH:10][C:5]([CH:2]([OH:1])[CH2:3][OH:4])=[CH:6][C:7]4=[N:13][N:12]=2)[CH:23]=[CH:22]3)[CH2:29][CH2:28]1. (6) Given the reactants [F:1][C:2]([F:17])([F:16])[C:3]([NH:5][C@H:6]([CH3:15])[CH2:7][C:8]1[CH:13]=[CH:12][C:11]([SH:14])=[CH:10][CH:9]=1)=[O:4].F[C:19]1[CH:26]=[C:25]([I:27])[CH:24]=[CH:23][C:20]=1[CH:21]=[O:22].C(=O)([O-])[O-].[K+].[K+].O, predict the reaction product. The product is: [F:17][C:2]([F:1])([F:16])[C:3]([NH:5][C@H:6]([CH3:15])[CH2:7][C:8]1[CH:13]=[CH:12][C:11]([S:14][C:19]2[CH:26]=[C:25]([I:27])[CH:24]=[CH:23][C:20]=2[CH:21]=[O:22])=[CH:10][CH:9]=1)=[O:4]. (7) The product is: [O:1]1[C:5]2[CH:6]=[CH:7][CH:8]=[C:9]([C:10]([CH3:20])([CH3:19])[CH2:11][C:12](=[O:18])[C:13]([OH:15])=[O:14])[C:4]=2[O:3][CH2:2]1. Given the reactants [O:1]1[C:5]2[CH:6]=[CH:7][CH:8]=[C:9]([C:10]([CH3:20])([CH3:19])[CH2:11][C:12](=[O:18])[C:13]([O:15]CC)=[O:14])[C:4]=2[O:3][CH2:2]1.[OH-].[Na+], predict the reaction product. (8) Given the reactants [ClH:1].[CH:2]1([NH:5][C:6](=[O:21])[C@@H:7]([OH:20])[C@@H:8]([NH:12]C(OC(C)(C)C)=O)[CH2:9][CH2:10][CH3:11])[CH2:4][CH2:3]1, predict the reaction product. The product is: [ClH:1].[CH:2]1([NH:5][C:6](=[O:21])[C@@H:7]([OH:20])[C@@H:8]([NH2:12])[CH2:9][CH2:10][CH3:11])[CH2:4][CH2:3]1.